This data is from CYP2C19 inhibition data for predicting drug metabolism from PubChem BioAssay. The task is: Regression/Classification. Given a drug SMILES string, predict its absorption, distribution, metabolism, or excretion properties. Task type varies by dataset: regression for continuous measurements (e.g., permeability, clearance, half-life) or binary classification for categorical outcomes (e.g., BBB penetration, CYP inhibition). Dataset: cyp2c19_veith. The compound is C=CCN1C[C@H](C)N([C@H](c2ccc(C(=O)N(CC)CC)cc2)c2cccc(OC)c2)C[C@H]1C. The result is 0 (non-inhibitor).